This data is from Full USPTO retrosynthesis dataset with 1.9M reactions from patents (1976-2016). The task is: Predict the reactants needed to synthesize the given product. (1) The reactants are: [NH2:1][C:2]1[CH:7]=[CH:6][CH:5]=[CH:4][N:3]=1.[C:8](OCC)(=[O:13])[CH2:9][C:10]([CH3:12])=O. Given the product [CH3:12][C:10]1[N:1]=[C:2]2[CH:7]=[CH:6][CH:5]=[CH:4][N:3]2[C:8](=[O:13])[CH:9]=1, predict the reactants needed to synthesize it. (2) Given the product [Br:1][C:2]1[CH:3]=[C:4]([Cl:19])[CH:5]=[C:6]2[C:11]=1[N:10]=[CH:9][CH:8]=[CH:7]2, predict the reactants needed to synthesize it. The reactants are: [Br:1][C:2]1[CH:3]=[C:4](N)[CH:5]=[C:6]2[C:11]=1[N:10]=[CH:9][CH:8]=[CH:7]2.N([O-])=O.[Na+].[OH-].[NH4+].[Cl:19]CCl. (3) Given the product [C:6]([O:5][C:3](=[O:4])[CH2:2][O:10][C:11]1[CH:12]=[N:13][CH:14]=[CH:15][CH:16]=1)([CH3:9])([CH3:8])[CH3:7], predict the reactants needed to synthesize it. The reactants are: Br[CH2:2][C:3]([O:5][C:6]([CH3:9])([CH3:8])[CH3:7])=[O:4].[OH:10][C:11]1[CH:12]=[N:13][CH:14]=[CH:15][CH:16]=1.C([O-])([O-])=O.[K+].[K+]. (4) Given the product [CH3:18][N:19]([CH3:20])[C:2]1[CH:3]=[CH:4][C:5]2[N:6]([C:8]([S:14]([NH2:17])(=[O:16])=[O:15])=[C:9]([CH2:11][CH2:12][CH3:13])[N:10]=2)[N:7]=1, predict the reactants needed to synthesize it. The reactants are: Cl[C:2]1[CH:3]=[CH:4][C:5]2[N:6]([C:8]([S:14]([NH2:17])(=[O:16])=[O:15])=[C:9]([CH2:11][CH2:12][CH3:13])[N:10]=2)[N:7]=1.[CH3:18][NH:19][CH3:20].C(O)(C)(C)C.Cl. (5) Given the product [ClH:39].[ClH:39].[C:45]([N:26]1[CH2:25][CH2:24][C:23]2[C:28](=[CH:29][C:20]([O:19][CH2:18][C:6]3([C:4]([OH:3])=[O:5])[CH2:7][CH2:8][N:9]([C:12]4[CH:17]=[CH:16][N:15]=[CH:14][N:13]=4)[CH2:10][CH2:11]3)=[CH:21][CH:22]=2)[CH2:27]1)(=[NH:40])[NH2:46], predict the reactants needed to synthesize it. The reactants are: C([O:3][C:4]([C:6]1([CH2:18][O:19][C:20]2[CH:29]=[C:28]3[C:23]([CH2:24][CH2:25][NH:26][CH2:27]3)=[CH:22][CH:21]=2)[CH2:11][CH2:10][N:9]([C:12]2[CH:17]=[CH:16][N:15]=[CH:14][N:13]=2)[CH2:8][CH2:7]1)=[O:5])C.C(N(C(C)C)CC)(C)C.[ClH:39].[N:40]1([C:45](N)=[NH:46])C=CC=N1. (6) Given the product [CH3:1][O:2][C:3]1[C:11]([N+:12]([O-:14])=[O:13])=[CH:10][CH:9]=[CH:8][C:4]=1[C:5]([O:7][CH2:19][CH3:20])=[O:6], predict the reactants needed to synthesize it. The reactants are: [CH3:1][O:2][C:3]1[C:11]([N+:12]([O-:14])=[O:13])=[CH:10][CH:9]=[CH:8][C:4]=1[C:5]([OH:7])=[O:6].S(Cl)(Cl)=O.[CH2:19](O)[CH3:20]. (7) The reactants are: [H-].[H-].[H-].[H-].[Li+].[Al+3].[Al+3].[Cl-].[Cl-].[Cl-].[CH2:11]([NH:18][C:19](=O)[CH2:20][C:21]1[C:29]2[C:24](=[CH:25][CH:26]=[C:27]([F:33])[C:28]=2[O:30][CH2:31][CH3:32])[N:23]([CH3:34])[CH:22]=1)[C:12]1[CH:17]=[CH:16][CH:15]=[CH:14][CH:13]=1. Given the product [CH2:11]([NH:18][CH2:19][CH2:20][C:21]1[C:29]2[C:24](=[CH:25][CH:26]=[C:27]([F:33])[C:28]=2[O:30][CH2:31][CH3:32])[N:23]([CH3:34])[CH:22]=1)[C:12]1[CH:13]=[CH:14][CH:15]=[CH:16][CH:17]=1, predict the reactants needed to synthesize it.